This data is from Full USPTO retrosynthesis dataset with 1.9M reactions from patents (1976-2016). The task is: Predict the reactants needed to synthesize the given product. (1) Given the product [C:1]([C:5]1[O:9][N:8]=[C:7]([NH:10][C:11](=[O:28])[CH2:12][C:13]2[CH:14]=[CH:15][C:16]([C:30]3[CH:35]=[N:34][C:33]([NH:36][CH2:37][CH2:38][S:39]([CH3:42])(=[O:40])=[O:41])=[CH:32][CH:31]=3)=[CH:17][CH:18]=2)[CH:6]=1)([CH3:2])([CH3:3])[CH3:4], predict the reactants needed to synthesize it. The reactants are: [C:1]([C:5]1[O:9][N:8]=[C:7]([NH:10][C:11](=[O:28])[CH2:12][C:13]2[CH:18]=[CH:17][C:16](B3OC(C)(C)C(C)(C)O3)=[CH:15][CH:14]=2)[CH:6]=1)([CH3:4])([CH3:3])[CH3:2].Br[C:30]1[CH:31]=[CH:32][C:33]([NH:36][CH2:37][CH2:38][S:39]([CH3:42])(=[O:41])=[O:40])=[N:34][CH:35]=1.C([O-])([O-])=O.[Na+].[Na+]. (2) The reactants are: [Cl:1][C:2]1[CH:7]=[C:6]([Cl:8])[CH:5]=[CH:4][C:3]=1[CH2:9][CH2:10][CH2:11][O:12][C:13]1[C:14]2[N:15]([C:19]([C:26](OCC)=[O:27])=[C:20]([C:22]([F:25])([F:24])[F:23])[N:21]=2)[CH:16]=[CH:17][CH:18]=1.B.[OH-].[Na+].O. Given the product [Cl:1][C:2]1[CH:7]=[C:6]([Cl:8])[CH:5]=[CH:4][C:3]=1[CH2:9][CH2:10][CH2:11][O:12][C:13]1[C:14]2[N:15]([C:19]([CH2:26][OH:27])=[C:20]([C:22]([F:24])([F:23])[F:25])[N:21]=2)[CH:16]=[CH:17][CH:18]=1, predict the reactants needed to synthesize it. (3) The reactants are: Br[C:2]1[CH:3]=[N:4][CH:5]=[C:6]2[C:11]=1[N:10]=[C:9]([C:12]([NH2:14])=[O:13])[CH:8]=[CH:7]2.[CH3:15][N:16]1[CH:20]=[C:19](B2OC(C)(C)C(C)(C)O2)[CH:18]=[N:17]1.C(=O)([O-])[O-].[Cs+].[Cs+]. Given the product [CH3:15][N:16]1[CH:20]=[C:19]([C:2]2[CH:3]=[N:4][CH:5]=[C:6]3[C:11]=2[N:10]=[C:9]([C:12]([NH2:14])=[O:13])[CH:8]=[CH:7]3)[CH:18]=[N:17]1, predict the reactants needed to synthesize it. (4) Given the product [CH2:5]([C@H:4]([NH:12][C:13](=[O:32])[C:14]1[CH:19]=[C:18]([O:20][CH2:21][CH2:22][CH2:23][CH2:24][CH3:25])[CH:17]=[C:16]([N:26]2[CH2:30][CH2:29][CH2:28][C:27]2=[O:31])[CH:15]=1)[C@H:3]([OH:33])[CH2:2][NH:1][CH:51]([CH2:52][CH2:53][CH3:54])[CH2:50][CH2:49][CH3:48])[C:6]1[CH:11]=[CH:10][CH:9]=[CH:8][CH:7]=1, predict the reactants needed to synthesize it. The reactants are: [NH2:1][CH2:2][C@@H:3]([OH:33])[C@@H:4]([NH:12][C:13](=[O:32])[C:14]1[CH:19]=[C:18]([O:20][CH2:21][CH2:22][CH2:23][CH2:24][CH3:25])[CH:17]=[C:16]([N:26]2[CH2:30][CH2:29][CH2:28][C:27]2=[O:31])[CH:15]=1)[CH2:5][C:6]1[CH:11]=[CH:10][CH:9]=[CH:8][CH:7]=1.C(O[BH-](OC(=O)C)OC(=O)C)(=O)C.[Na+].[CH3:48][CH2:49][CH2:50][C:51](=O)[CH2:52][CH2:53][CH3:54].CC(O)=O. (5) Given the product [F:1][C:2]1[CH:3]=[CH:4][C:5]([C@:8]2([CH2:32][C:33]([OH:36])([CH3:34])[CH3:35])[O:13][C:12](=[O:14])[N:11]([C@H:15]([C:17]3[CH:18]=[CH:19][C:20]([C:38]4[N:39]=[CH:40][C:41]([C:44]#[N:45])=[N:42][CH:43]=4)=[CH:21][CH:22]=3)[CH3:16])[CH2:10][CH2:9]2)=[CH:6][CH:7]=1, predict the reactants needed to synthesize it. The reactants are: [F:1][C:2]1[CH:7]=[CH:6][C:5]([C@:8]2([CH2:32][C:33]([OH:36])([CH3:35])[CH3:34])[O:13][C:12](=[O:14])[N:11]([C@H:15]([C:17]3[CH:22]=[CH:21][C:20](B4OC(C)(C)C(C)(C)O4)=[CH:19][CH:18]=3)[CH3:16])[CH2:10][CH2:9]2)=[CH:4][CH:3]=1.Cl[C:38]1[N:39]=[CH:40][C:41]([C:44]#[N:45])=[N:42][CH:43]=1. (6) Given the product [NH2:18][C:17]1[N:10]2[CH2:11][CH2:12][N:13]([CH3:16])[CH2:14][CH2:15][N:9]2[C:8](=[O:19])[C:7]=1[N:6]=[C:26]1[CH:25]=[C:24]([CH3:27])[C:23](=[O:28])[C:22]([Cl:29])=[C:21]1[NH2:20], predict the reactants needed to synthesize it. The reactants are: CS(O)(=O)=O.[NH2:6][C:7]1[C:8](=[O:19])[N:9]2[CH2:15][CH2:14][N:13]([CH3:16])[CH2:12][CH2:11][N:10]2[C:17]=1[NH2:18].[NH2:20][C:21]1[C:22]([Cl:29])=[C:23]([OH:28])[C:24]([CH3:27])=[CH:25][CH:26]=1.N.OO. (7) The reactants are: [CH3:1][O:2][C:3]1[CH:8]=[CH:7][CH:6]=[CH:5][N:4]=1.CC([O-])=O.[Na+].[Br:14]Br. Given the product [Br:14][C:6]1[CH:7]=[CH:8][C:3]([O:2][CH3:1])=[N:4][CH:5]=1, predict the reactants needed to synthesize it. (8) Given the product [CH2:7]([N:14]1[CH2:19][CH2:18][O:17][CH2:16][C@H:15]1[CH2:20][CH2:21][OH:22])[C:8]1[CH:9]=[CH:10][CH:11]=[CH:12][CH:13]=1, predict the reactants needed to synthesize it. The reactants are: [H-].[H-].[H-].[H-].[Li+].[Al+3].[CH2:7]([N:14]1[CH2:19][CH2:18][O:17][CH2:16][C@H:15]1[CH2:20][C:21](OC)=[O:22])[C:8]1[CH:13]=[CH:12][CH:11]=[CH:10][CH:9]=1.C([O-])(O)=O.[Na+].OP([O-])(O)=O.[K+]. (9) Given the product [C:16]1([C:10]2[NH:11][C:12]3[C:8]([CH:9]=2)=[CH:7][C:6]([CH2:5][C:4]([OH:3])=[O:22])=[CH:14][C:13]=3[NH:15][CH:24]2[CH2:29][CH2:28][O:27][CH2:26][CH2:25]2)[CH:17]=[CH:18][CH:19]=[CH:20][CH:21]=1, predict the reactants needed to synthesize it. The reactants are: C([O:3][C:4](=[O:22])[CH2:5][C:6]1[CH:7]=[C:8]2[C:12](=[C:13]([NH2:15])[CH:14]=1)[NH:11][C:10]([C:16]1[CH:21]=[CH:20][CH:19]=[CH:18][CH:17]=1)=[CH:9]2)C.O=[C:24]1[CH2:29][CH2:28][O:27][CH2:26][CH2:25]1.